Dataset: Forward reaction prediction with 1.9M reactions from USPTO patents (1976-2016). Task: Predict the product of the given reaction. (1) Given the reactants [NH2:1][C:2]1[S:3][CH:4]=[C:5](C)[C:6]=1[C:7]([O:9]CC)=O.ClC(Cl)(O[C:17](=[O:23])OC(Cl)(Cl)Cl)Cl.C(N(CC)CC)C.[C:32]1([CH2:38][CH2:39][NH2:40])[CH:37]=[CH:36][CH:35]=[CH:34][CH:33]=1, predict the reaction product. The product is: [C:32]1([CH2:38][CH2:39][N:40]2[C:7](=[O:9])[C:6]3[CH:5]=[CH:4][S:3][C:2]=3[NH:1][C:17]2=[O:23])[CH:37]=[CH:36][CH:35]=[CH:34][CH:33]=1. (2) Given the reactants ClC1C=CC(S[CH:9]2[C:18]3[C:13](=[C:14]([F:20])[CH:15]=[CH:16][C:17]=3[F:19])[O:12][CH2:11][CH:10]2[CH2:21][NH:22][CH2:23][CH2:24][OH:25])=CC=1.[CH3:38][C:37]([O:36][C:34](O[C:34]([O:36][C:37]([CH3:40])([CH3:39])[CH3:38])=[O:35])=[O:35])([CH3:40])[CH3:39].[CH:41]1[CH:46]=[C:45]([Cl:47])[CH:44]=[C:43](C(OO)=O)[CH:42]=1.[S:52]([O-:56])([O-])(=[O:54])=S.[Na+].[Na+], predict the reaction product. The product is: [C:37]([O:36][C:34](=[O:35])[N:22]([CH2:21][CH:10]1[CH:9]([S:52]([C:42]2[CH:41]=[CH:46][C:45]([Cl:47])=[CH:44][CH:43]=2)(=[O:56])=[O:54])[C:18]2[C:13](=[C:14]([F:20])[CH:15]=[CH:16][C:17]=2[F:19])[O:12][CH2:11]1)[CH2:23][CH2:24][OH:25])([CH3:38])([CH3:39])[CH3:40]. (3) Given the reactants CC(C)([O-])C.[K+].[C:7]([CH2:9]P(=O)(OCC)OCC)#[N:8].[CH:18]([CH:20]1[CH2:25][CH2:24][N:23]([C:26]([O:28][C:29]([CH3:32])([CH3:31])[CH3:30])=[O:27])[CH2:22][CH2:21]1)=O, predict the reaction product. The product is: [C:7]([CH:9]=[CH:18][CH:20]1[CH2:25][CH2:24][N:23]([C:26]([O:28][C:29]([CH3:32])([CH3:31])[CH3:30])=[O:27])[CH2:22][CH2:21]1)#[N:8]. (4) Given the reactants C([O:3][C:4]([C:6]1[S:24][C:9]2[N:10]=[C:11]([S:22][CH3:23])[N:12]=[C:13]([C:14]3[CH:19]=[CH:18][C:17]([F:20])=[C:16]([CH3:21])[CH:15]=3)[C:8]=2[C:7]=1[NH2:25])=[O:5])C.[Li+].[OH-], predict the reaction product. The product is: [NH2:25][C:7]1[C:8]2[C:13]([C:14]3[CH:19]=[CH:18][C:17]([F:20])=[C:16]([CH3:21])[CH:15]=3)=[N:12][C:11]([S:22][CH3:23])=[N:10][C:9]=2[S:24][C:6]=1[C:4]([OH:5])=[O:3]. (5) Given the reactants [C:1]1(=[O:7])[O:6][C:4](=[O:5])[CH2:3][CH2:2]1.[C:8]([O-:11])(=[O:10])[CH3:9].[Na+], predict the reaction product. The product is: [CH3:3][CH:2]([OH:10])[CH2:1][OH:7].[CH3:3][C:4]([OH:6])=[O:5].[CH3:8][OH:10].[CH2:3]([C:4]([OH:6])=[O:5])[CH2:9][C:8]([OH:11])=[O:10]. (6) Given the reactants [CH:1](=[C:3]1/[CH2:4][CH2:5][C@@H:6]2[C@:11]/1([CH3:12])[CH2:10][CH2:9][CH2:8][C@@H:7]2[OH:13])\[CH3:2].N1C=CN=C1.[Si:19](Cl)([C:22]([CH3:25])([CH3:24])[CH3:23])([CH3:21])[CH3:20].O, predict the reaction product. The product is: [C:22]([Si:19]([O:13][C@H:7]1[CH2:8][CH2:9][CH2:10][C@@:11]2([CH3:12])[C@H:6]1[CH2:5][CH2:4]/[C:3]/2=[CH:1]/[CH3:2])([CH3:21])[CH3:20])([CH3:25])([CH3:24])[CH3:23]. (7) Given the reactants Br[C:2]1[C:6]2[CH:7]=[N:8][C:9]([NH2:23])=[C:10]([O:11][C@@H:12]([C:14]3[C:19]([Cl:20])=[CH:18][CH:17]=[C:16]([F:21])[C:15]=3[Cl:22])[CH3:13])[C:5]=2[O:4][CH:3]=1.C(OC([N:31]1[CH2:35][CH2:34][C@H:33]([N:36]2[CH:40]=[C:39](B3OC(C)(C)C(C)(C)O3)[CH:38]=[N:37]2)[CH2:32]1)=O)(C)(C)C.C(=O)([O-])[O-].[K+].[K+], predict the reaction product. The product is: [Cl:22][C:15]1[C:16]([F:21])=[CH:17][CH:18]=[C:19]([Cl:20])[C:14]=1[C@H:12]([O:11][C:10]1[C:5]2[O:4][CH:3]=[C:2]([C:39]3[CH:38]=[N:37][N:36]([C@H:33]4[CH2:34][CH2:35][NH:31][CH2:32]4)[CH:40]=3)[C:6]=2[CH:7]=[N:8][C:9]=1[NH2:23])[CH3:13].